This data is from NCI-60 drug combinations with 297,098 pairs across 59 cell lines. The task is: Regression. Given two drug SMILES strings and cell line genomic features, predict the synergy score measuring deviation from expected non-interaction effect. (1) Drug 1: C1CCC(C1)C(CC#N)N2C=C(C=N2)C3=C4C=CNC4=NC=N3. Drug 2: C1=CC(=C2C(=C1NCCNCCO)C(=O)C3=C(C=CC(=C3C2=O)O)O)NCCNCCO. Cell line: K-562. Synergy scores: CSS=63.3, Synergy_ZIP=12.6, Synergy_Bliss=8.57, Synergy_Loewe=-16.7, Synergy_HSA=9.00. (2) Drug 1: C1=C(C(=O)NC(=O)N1)F. Drug 2: CN1C2=C(C=C(C=C2)N(CCCl)CCCl)N=C1CCCC(=O)O.Cl. Cell line: HCC-2998. Synergy scores: CSS=33.3, Synergy_ZIP=-7.56, Synergy_Bliss=-14.5, Synergy_Loewe=-16.0, Synergy_HSA=-14.4.